From a dataset of Forward reaction prediction with 1.9M reactions from USPTO patents (1976-2016). Predict the product of the given reaction. (1) Given the reactants [Cl:1][C:2]1[CH:23]=[CH:22][C:5]([CH2:6][N:7]2[CH:12]=[C:11]([C:13]3[CH:18]=[CH:17][C:16]([CH2:19][OH:20])=[CH:15][CH:14]=3)[CH:10]=[CH:9][C:8]2=[O:21])=[CH:4][CH:3]=1.I[CH2:25][CH3:26], predict the reaction product. The product is: [Cl:1][C:2]1[CH:3]=[CH:4][C:5]([CH2:6][N:7]2[CH:12]=[C:11]([C:13]3[CH:18]=[CH:17][C:16]([CH2:19][O:20][CH2:25][CH3:26])=[CH:15][CH:14]=3)[CH:10]=[CH:9][C:8]2=[O:21])=[CH:22][CH:23]=1. (2) Given the reactants [CH:1]1([CH2:4][N:5]2[CH2:14][CH2:13][C:12]3[C:7](=[C:8]([C:15]#[N:16])[CH:9]=[CH:10][CH:11]=3)[CH2:6]2)[CH2:3][CH2:2]1.[BH4-].[Na+].[NH4+].[Cl-].[NH4+].[OH-], predict the reaction product. The product is: [CH:1]1([CH2:4][N:5]2[CH2:14][CH2:13][C:12]3[C:7](=[C:8]([CH2:15][NH2:16])[CH:9]=[CH:10][CH:11]=3)[CH2:6]2)[CH2:2][CH2:3]1. (3) Given the reactants [CH2:1]([C:5]1[O:6][C:7]2[C:25]([C:26]([O:28][CH:29]([CH3:31])[CH3:30])=[O:27])=[CH:24][CH:23]=[CH:22][C:8]=2[C:9]=1[C:10](=[O:21])[C:11]1[CH:16]=[CH:15][C:14]([CH2:17][CH2:18][CH2:19]Br)=[CH:13][CH:12]=1)[CH2:2][CH2:3][CH3:4].[CH2:32]([NH:36][CH2:37][CH2:38][CH2:39][CH3:40])[CH2:33][CH2:34][CH3:35].[I-].[Na+].[C:43](=[O:46])([O-:45])[O-].[K+].[K+], predict the reaction product. The product is: [C:26]([OH:28])(=[O:27])[C:43]([OH:45])=[O:46].[CH2:1]([C:5]1[O:6][C:7]2[C:25]([C:26]([O:28][CH:29]([CH3:31])[CH3:30])=[O:27])=[CH:24][CH:23]=[CH:22][C:8]=2[C:9]=1[C:10](=[O:21])[C:11]1[CH:16]=[CH:15][C:14]([CH2:17][CH2:18][CH2:19][N:36]([CH2:37][CH2:38][CH2:39][CH3:40])[CH2:32][CH2:33][CH2:34][CH3:35])=[CH:13][CH:12]=1)[CH2:2][CH2:3][CH3:4]. (4) Given the reactants [C:9](O[C:9]([O:11][C:12]([CH3:15])([CH3:14])[CH3:13])=[O:10])([O:11][C:12]([CH3:15])([CH3:14])[CH3:13])=[O:10].[C:16]1([S:22]([C:25]2[CH:26]=[C:27]3[C:31](=[CH:32][CH:33]=2)[NH:30][CH:29]=[C:28]3[CH2:34][CH2:35][NH2:36])(=[O:24])=[O:23])[CH:21]=[CH:20][CH:19]=[CH:18][CH:17]=1.C(N(CC)CC)C.CCOC(C)=O.CCCCCC, predict the reaction product. The product is: [C:16]1([S:22]([C:25]2[CH:26]=[C:27]3[C:31](=[CH:32][CH:33]=2)[NH:30][CH:29]=[C:28]3[CH2:34][CH2:35][NH:36][C:9](=[O:10])[O:11][C:12]([CH3:13])([CH3:14])[CH3:15])(=[O:24])=[O:23])[CH:17]=[CH:18][CH:19]=[CH:20][CH:21]=1.